Dataset: Full USPTO retrosynthesis dataset with 1.9M reactions from patents (1976-2016). Task: Predict the reactants needed to synthesize the given product. Given the product [Si:10]([O:17][CH2:18][C@:19]12[CH2:35][CH2:34][C:33](=[N:9][O:8][C@H:5]3[CH2:6][CH2:7][NH:3][CH2:4]3)[CH2:32][C@@H:31]1[CH2:30][CH2:29][CH:28]1[CH:20]2[CH2:21][CH2:22][C@@:23]2([CH3:38])[CH:27]1[CH2:26][CH2:25][C:24]2=[O:37])([C:13]([CH3:16])([CH3:15])[CH3:14])([CH3:12])[CH3:11], predict the reactants needed to synthesize it. The reactants are: Cl.Cl.[NH:3]1[CH2:7][CH2:6][C@@H:5]([O:8][NH2:9])[CH2:4]1.[Si:10]([O:17][CH2:18][C@:19]12[CH2:35][CH2:34][C:33](=O)[CH2:32][C@@H:31]1[CH2:30][CH2:29][CH:28]1[CH:20]2[CH2:21][CH2:22][C@@:23]2([CH3:38])[CH:27]1[CH2:26][CH2:25][C:24]2=[O:37])([C:13]([CH3:16])([CH3:15])[CH3:14])([CH3:12])[CH3:11].[Na+].[Cl-].